Predict the product of the given reaction. From a dataset of Forward reaction prediction with 1.9M reactions from USPTO patents (1976-2016). Given the reactants C1N([C@@H]2O[C@@H]3COP(O)(O[C@H]3[C@H]2O)=O)[C:4]2[NH:18][C:19](N)=[N:20][C:21](=[O:22])[C:3]=2[N:2]=1.BrC1C(=O)NN=C(OCCCC2C=CC(Cl)=CC=2)C=1NC[C:33]1[CH:38]=[CH:37][CH:36]=[CH:35][N:34]=1.[Na].C[C:53]1(C)S[C@@H:56]2[C@H:58]([NH:61][C:62]([C@H:64](NC(N3C(=O)N(/N=C/C4OC=CC=4)CC3)=O)[C:65]3C=CC(O)=CC=3)=O)[C:59](=O)[N:55]2[C@H:54]1C(O)=O.C(C1N[C:105]2[C:104](=[O:107])N(C)C3=N[C@@H]4CCC[C@@H]4N3C=2N=1)CCCCC.C(C1C2[C:121](=[CH:122][C:123]([C:127]([O-])=[O:128])=CC=2)N(CC2C=CC=CC=2Cl)C=1CCC)(=O)C.BrC1C(=O)NN=C(OCCCC2C=CC(Cl)=CC=2)C=1NCC1C=NC=CC=1.O1C2C=CC(CNC3C4C(=CC=C(Cl)C=4)N=C(N4CCC(C(O)=O)CC4)N=3)=CC=2OC1.CN1C(=O)[C@H]2CC3C4C(=CC=CC=4)NC=3[C@@H](C3C=CC4OCOC=4C=3)N2C(=O)C1.CN1C2=N[C@@H]3CCC[C@@H]3N2C2N=C(CC3C=CC(C(F)(F)F)=CC=3)NC=2C1=O, predict the reaction product. The product is: [C:104]([C:36]1[CH:37]=[C:38]([C:19]2[NH:20][C:21](=[O:22])[C:3]3[C:4](=[C:62]([CH2:64][CH3:65])[N:61]([CH:58]4[CH2:59][N:55]([CH2:54][CH3:53])[CH2:56]4)[N:2]=3)[N:18]=2)[C:33]([O:128][CH2:127][CH2:123][CH2:122][CH3:121])=[N:34][CH:35]=1)(=[O:107])[CH3:105].